This data is from Full USPTO retrosynthesis dataset with 1.9M reactions from patents (1976-2016). The task is: Predict the reactants needed to synthesize the given product. (1) The reactants are: [Cl:1][C:2]1[C:3]([O:22][CH3:23])=[C:4]([CH2:20][CH3:21])[CH:5]=[C:6]2[C:11]=1[O:10][CH:9]([C:12]([F:15])([F:14])[F:13])[C:8]([C:16]([O:18]C)=[O:17])=[CH:7]2.[OH-].[Li+].C(O)C.Cl. Given the product [Cl:1][C:2]1[C:3]([O:22][CH3:23])=[C:4]([CH2:20][CH3:21])[CH:5]=[C:6]2[C:11]=1[O:10][CH:9]([C:12]([F:15])([F:14])[F:13])[C:8]([C:16]([OH:18])=[O:17])=[CH:7]2, predict the reactants needed to synthesize it. (2) The reactants are: CO[C:3](=[O:20])[C:4]([C:9](=[O:19])[C:10]1[CH:15]=[CH:14][C:13]([O:16][CH3:17])=[C:12]([CH3:18])[CH:11]=1)=[CH:5]OCC.[NH2:21][C:22]1[CH:23]=[N:24][CH:25]=[CH:26][CH:27]=1.C1(OC2C=CC=CC=2)C=CC=CC=1. Given the product [CH3:17][O:16][C:13]1[CH:14]=[CH:15][C:10]([C:9]([C:4]2[C:3](=[O:20])[C:23]3[C:22](=[CH:27][CH:26]=[CH:25][N:24]=3)[NH:21][CH:5]=2)=[O:19])=[CH:11][C:12]=1[CH3:18], predict the reactants needed to synthesize it. (3) The reactants are: I[C:2]1[C:10]2[C:5](=[CH:6][CH:7]=[C:8]([C:11]3[O:15][C:14]([NH:16][CH3:17])=[N:13][N:12]=3)[CH:9]=2)[N:4]([S:18]([C:21]2[CH:27]=[CH:26][C:24]([CH3:25])=[CH:23][CH:22]=2)(=[O:20])=[O:19])[CH:3]=1.[CH:28]([O:31][C:32]1[CH:37]=[CH:36][CH:35]=[C:34](B2OC(C)(C)C(C)(C)O2)[N:33]=1)([CH3:30])[CH3:29].C1(P(C2CCCCC2)C2C=CC=CC=2C2C(C(C)C)=CC(C(C)C)=CC=2C(C)C)CCCCC1.P([O-])([O-])([O-])=O.[K+].[K+].[K+]. Given the product [CH:28]([O:31][C:32]1[N:33]=[C:34]([C:2]2[C:10]3[C:5](=[CH:6][CH:7]=[C:8]([C:11]4[O:15][C:14]([NH:16][CH3:17])=[N:13][N:12]=4)[CH:9]=3)[N:4]([S:18]([C:21]3[CH:27]=[CH:26][C:24]([CH3:25])=[CH:23][CH:22]=3)(=[O:19])=[O:20])[CH:3]=2)[CH:35]=[CH:36][CH:37]=1)([CH3:30])[CH3:29], predict the reactants needed to synthesize it. (4) Given the product [CH3:1][C:2]1[S:3][C:4]([C:8]2[CH:13]=[CH:12][N:11]=[C:10]([S:18]([CH3:22])(=[O:20])=[O:17])[N:9]=2)=[C:5]([CH3:7])[N:6]=1, predict the reactants needed to synthesize it. The reactants are: [CH3:1][C:2]1[S:3][C:4]([C:8]2[CH:13]=[CH:12][N:11]=[C:10](SC)[N:9]=2)=[C:5]([CH3:7])[N:6]=1.O[O:17][S:18]([O-:20])=O.[K+].[C:22]([O-])(O)=O.[Na+]. (5) Given the product [N:14]1([C:4]2[CH:3]=[C:2]([NH2:1])[CH:7]=[CH:6][N:5]=2)[CH2:19][CH2:18][O:17][CH2:16][CH2:15]1, predict the reactants needed to synthesize it. The reactants are: [NH2:1][C:2]1[CH:7]=[CH:6][N:5]=[C:4](Cl)[CH:3]=1.CCOCC.[NH:14]1[CH2:19][CH2:18][O:17][CH2:16][CH2:15]1. (6) Given the product [Cl:11][C:12]1[CH:13]=[C:14]2[C:20]([C:2]3[N:7]=[C:6]([S:8][CH3:9])[C:5]([F:10])=[CH:4][N:3]=3)=[N:19][N:18]([C:30]([C:31]3[CH:32]=[CH:33][CH:34]=[CH:35][CH:36]=3)([C:37]3[CH:38]=[CH:39][CH:40]=[CH:41][CH:42]=3)[C:43]3[CH:48]=[CH:47][CH:46]=[CH:45][CH:44]=3)[C:15]2=[N:16][CH:17]=1, predict the reactants needed to synthesize it. The reactants are: Cl[C:2]1[N:7]=[C:6]([S:8][CH3:9])[C:5]([F:10])=[CH:4][N:3]=1.[Cl:11][C:12]1[CH:13]=[C:14]2[C:20](B3OC(C)(C)C(C)(C)O3)=[N:19][N:18]([C:30]([C:43]3[CH:48]=[CH:47][CH:46]=[CH:45][CH:44]=3)([C:37]3[CH:42]=[CH:41][CH:40]=[CH:39][CH:38]=3)[C:31]3[CH:36]=[CH:35][CH:34]=[CH:33][CH:32]=3)[C:15]2=[N:16][CH:17]=1.[O-]P([O-])([O-])=O.[K+].[K+].[K+].CC(C1C=C(C(C)C)C(C2C=CC=CC=2P(C2CCCCC2)C2CCCCC2)=C(C(C)C)C=1)C. (7) The reactants are: [CH3:1][P:2](=[O:7])([O:5][CH3:6])[O:3][CH3:4].[Li]CCCC.C[O:14][C:15](=O)[C@H:16]([CH2:25][C:26]1[CH:31]=[CH:30][CH:29]=[CH:28][CH:27]=1)[NH:17][C:18]([O:20][C:21]([CH3:24])([CH3:23])[CH3:22])=[O:19].CC(O)=O. Given the product [C:26]1([CH2:25][C@H:16]([NH:17][C:18]([O:20][C:21]([CH3:24])([CH3:23])[CH3:22])=[O:19])[C:15](=[O:14])[CH2:1][P:2](=[O:7])([O:5][CH3:6])[O:3][CH3:4])[CH:27]=[CH:28][CH:29]=[CH:30][CH:31]=1, predict the reactants needed to synthesize it.